From a dataset of Catalyst prediction with 721,799 reactions and 888 catalyst types from USPTO. Predict which catalyst facilitates the given reaction. (1) Reactant: CC(C)(C)C([O:5][C:6]1[CH:11]=[C:10]([NH:12]C(=O)C(F)(F)F)[C:9]([N+:19]([O-:21])=[O:20])=[CH:8][C:7]=1[O:22][CH3:23])=O.O.C(=O)([O-])[O-].[K+].[K+]. Product: [NH2:12][C:10]1[C:9]([N+:19]([O-:21])=[O:20])=[CH:8][C:7]([O:22][CH3:23])=[C:6]([OH:5])[CH:11]=1. The catalyst class is: 5. (2) Reactant: Br[C:2](Br)=[CH:3][C:4]1[CH:9]=[CH:8][C:7]([O:10][CH3:11])=[CH:6][CH:5]=1.C([Li])CCC. Product: [C:3]([C:4]1[CH:9]=[CH:8][C:7]([O:10][CH3:11])=[CH:6][CH:5]=1)#[CH:2]. The catalyst class is: 1. (3) Reactant: [CH3:1][C:2]1([NH:15][C:16]([NH2:18])=[S:17])[CH2:7][CH2:6][N:5]([C:8]2[CH:13]=[C:12]([CH3:14])[N:11]=[CH:10][N:9]=2)[CH2:4][CH2:3]1.[CH3:19][I:20]. Product: [IH:20].[CH3:1][C:2]1([NH:15][C:16]([S:17][CH3:19])=[NH:18])[CH2:3][CH2:4][N:5]([C:8]2[CH:13]=[C:12]([CH3:14])[N:11]=[CH:10][N:9]=2)[CH2:6][CH2:7]1. The catalyst class is: 14. (4) Reactant: [C:1]12([CH2:11][O:12][C:13]3[C:25](Cl)=[CH:24][C:16]([C:17]([O:19][C:20]([CH3:23])([CH3:22])[CH3:21])=[O:18])=[C:15]([F:27])[CH:14]=3)[CH2:10][CH:5]3[CH2:6][CH:7]([CH2:9][CH:3]([CH2:4]3)[CH2:2]1)[CH2:8]2.[CH:28]1(B(O)O)[CH2:30][CH2:29]1.P([O-])([O-])([O-])=O.[K+].[K+].[K+].F[B-](F)(F)F.C1(P(C2CCCCC2)C2CCCCC2)CCCCC1. Product: [C:1]12([CH2:11][O:12][C:13]3[C:25]([CH:28]4[CH2:30][CH2:29]4)=[CH:24][C:16]([C:17]([O:19][C:20]([CH3:23])([CH3:22])[CH3:21])=[O:18])=[C:15]([F:27])[CH:14]=3)[CH2:10][CH:5]3[CH2:6][CH:7]([CH2:9][CH:3]([CH2:4]3)[CH2:2]1)[CH2:8]2. The catalyst class is: 498. (5) Reactant: [CH:1]1([O:6]/[N:7]=[C:8](\[C:12]2[CH:17]=[CH:16][C:15]([Cl:18])=[C:14]([Cl:19])[CH:13]=2)/[C:9]([OH:11])=O)[CH2:5][CH2:4][CH2:3][CH2:2]1.[NH2:20][C:21]1[S:22][C:23]2[CH:29]=[CH:28][CH:27]=[CH:26][C:24]=2[N:25]=1.C(N(CC)C(C)C)(C)C. Product: [S:22]1[C:23]2[CH:29]=[CH:28][CH:27]=[CH:26][C:24]=2[N:25]=[C:21]1[NH:20][C:9](=[O:11])/[C:8](=[N:7]/[O:6][CH:1]1[CH2:2][CH2:3][CH2:4][CH2:5]1)/[C:12]1[CH:17]=[CH:16][C:15]([Cl:18])=[C:14]([Cl:19])[CH:13]=1. The catalyst class is: 2. (6) Reactant: [CH3:1][N:2]1[C:11]2[C:6](=[CH:7][CH:8]=[CH:9][CH:10]=2)[CH:5]=[C:4]([C:12]([O:14]CC)=[O:13])[C:3]1=[O:17].O.[OH-].[Li+].O.C(=O)([O-])O.[Na+]. Product: [CH3:1][N:2]1[C:11]2[C:6](=[CH:7][CH:8]=[CH:9][CH:10]=2)[CH:5]=[C:4]([C:12]([OH:14])=[O:13])[C:3]1=[O:17]. The catalyst class is: 12. (7) Reactant: C[O:2][C:3]([C:5]1[CH:27]=[CH:26][C:8]2[N:9]=[C:10]([C:12]3[N:13]([CH3:25])[CH:14]=[C:15]([NH:17][C:18]([O:20][C:21]([CH3:24])([CH3:23])[CH3:22])=[O:19])[CH:16]=3)[NH:11][C:7]=2[C:6]=1[O:28][CH3:29])=[O:4].Cl. Product: [C:21]([O:20][C:18]([NH:17][C:15]1[CH:16]=[C:12]([C:10]2[NH:11][C:7]3[C:6]([O:28][CH3:29])=[C:5]([C:3]([OH:4])=[O:2])[CH:27]=[CH:26][C:8]=3[N:9]=2)[N:13]([CH3:25])[CH:14]=1)=[O:19])([CH3:24])([CH3:22])[CH3:23]. The catalyst class is: 74. (8) Reactant: [Cl:1][C:2]1[S:28][C:5]2[N:6]=[CH:7][N:8]=[C:9]([NH:10][CH:11]3[CH2:16][CH2:15][N:14]([CH2:17][C:18]4[CH:19]=[C:20]([CH:25]=[CH:26][CH:27]=4)[C:21]([O:23]C)=[O:22])[CH2:13][CH2:12]3)[C:4]=2[CH:3]=1.O[Li].O. Product: [Cl:1][C:2]1[S:28][C:5]2[N:6]=[CH:7][N:8]=[C:9]([NH:10][CH:11]3[CH2:16][CH2:15][N:14]([CH2:17][C:18]4[CH:19]=[C:20]([CH:25]=[CH:26][CH:27]=4)[C:21]([OH:23])=[O:22])[CH2:13][CH2:12]3)[C:4]=2[CH:3]=1. The catalyst class is: 24. (9) Reactant: F[C:2]1[C:7]([N:8]2[C:12]([S:13]([C:16]3[CH:21]=[CH:20][CH:19]=[CH:18][CH:17]=3)(=[O:15])=[O:14])=[CH:11][C:10]([CH2:22][N:23]([CH3:31])[C:24](=[O:30])[O:25][C:26]([CH3:29])([CH3:28])[CH3:27])=[N:9]2)=[CH:6][CH:5]=[CH:4][N:3]=1.[CH3:32][O-:33].[Na+].CO. Product: [CH3:32][O:33][C:2]1[C:7]([N:8]2[C:12]([S:13]([C:16]3[CH:21]=[CH:20][CH:19]=[CH:18][CH:17]=3)(=[O:15])=[O:14])=[CH:11][C:10]([CH2:22][N:23]([CH3:31])[C:24](=[O:30])[O:25][C:26]([CH3:29])([CH3:28])[CH3:27])=[N:9]2)=[CH:6][CH:5]=[CH:4][N:3]=1. The catalyst class is: 5. (10) Reactant: [CH:1](=[N:8][NH:9][C:10]1[CH:19]=[CH:18][CH:17]=[CH:16][C:11]=1[C:12]([O:14][CH3:15])=[O:13])[C:2]1[CH:7]=[CH:6][CH:5]=[CH:4][CH:3]=1.Cl[CH:21]([C:27]([O-])=[O:28])[C:22]([O:24][CH2:25][CH3:26])=[O:23]. Product: [CH:1](=[N:8][N:9]([C:10]1[CH:19]=[CH:18][CH:17]=[CH:16][C:11]=1[C:12]([O:14][CH3:15])=[O:13])[C:27](=[O:28])[CH2:21][C:22]([O:24][CH2:25][CH3:26])=[O:23])[C:2]1[CH:3]=[CH:4][CH:5]=[CH:6][CH:7]=1. The catalyst class is: 11.